Dataset: hERG channel blocking data for cardiac toxicity assessment. Task: Regression/Classification. Given a drug SMILES string, predict its toxicity properties. Task type varies by dataset: regression for continuous values (e.g., LD50, hERG inhibition percentage) or binary classification for toxic/non-toxic outcomes (e.g., AMES mutagenicity, cardiotoxicity, hepatotoxicity). Dataset: herg. (1) The drug is CC[NH+](CC)CCNC(=O)c1ccc(NS(C)(=O)=O)cc1. The result is 0 (non-blocker). (2) The result is 1 (blocker). The compound is COCCC[NH+]1CCC(NC(=O)c2cc(Cl)c(N)c3c2OCC3)CC1. (3) The molecule is CCCCNCC[C@H](O)c1cc2c(Cl)cc(Cl)cc2c2cc(C(F)(F)F)ccc12. The result is 1 (blocker). (4) The molecule is CC[C@H]1OC(=O)[C@H](C)[C@H](O[C@H]2C[C@@](C)(O)[C@H](O)[C@@H](C)O2)[C@@H](C)[C@H](O[C@H]2O[C@H](C)C[C@@H]([NH+](C)C)[C@H]2O)[C@](C)(O)C[C@@H](C)C(=O)[C@H](C)[C@@H](O)[C@@]1(C)O. The result is 0 (non-blocker). (5) The drug is Nc1[nH]c(SCC(=O)O)nc(=O)c1N. The result is 0 (non-blocker). (6) The molecule is CC(C)(C)Oc1cc([C@H](C2=CN[C@H](C(C)(C)O)S2)c2cc[n+]([O-])cc2)ccc1OC(F)F. The result is 0 (non-blocker). (7) The drug is N[C@H](CNO)C(=O)O. The result is 0 (non-blocker). (8) The compound is CC[NH+](CC)CC#CCOC(=O)C(O)(c1ccccc1)C1CCCCC1. The result is 1 (blocker). (9) The compound is CC[NH+](CC)CC#CCOC(=O)[C@@](O)(c1ccccc1)C1CCCCC1. The result is 1 (blocker). (10) The compound is Clc1ccc(CO[C@@H](Cn2ccnc2)c2ccc(Cl)cc2Cl)c(Cl)c1. The result is 1 (blocker).